From a dataset of Reaction yield outcomes from USPTO patents with 853,638 reactions. Predict the reaction yield, written as a fraction of the theoretical maximum amount of product (1.0 means a 100% yield; for example, 0.34 means a 34% yield). (1) The reactants are [OH:1][B:2]1[C:6]2[CH:7]=[CH:8][C:9]([S:11][C:12]3[CH:19]=[CH:18][C:15]([C:16]#[N:17])=[CH:14][CH:13]=3)=[CH:10][C:5]=2[CH2:4][O:3]1.C[OH:21]. The catalyst is O. The product is [OH:1][B:2]1[C:6]2[CH:7]=[CH:8][C:9]([S:11]([C:12]3[CH:19]=[CH:18][C:15]([C:16]#[N:17])=[CH:14][CH:13]=3)=[O:21])=[CH:10][C:5]=2[CH2:4][O:3]1. The yield is 0.130. (2) The reactants are [CH3:1][C:2]1[S:6][C:5]([NH:7][S:8]([C:11]2[CH:16]=[CH:15][C:14]([N+:17]([O-])=O)=[CH:13][CH:12]=2)(=[O:10])=[O:9])=[N:4][CH:3]=1.O. The catalyst is CCO.Cl.[Fe]. The product is [NH2:17][C:14]1[CH:15]=[CH:16][C:11]([S:8]([NH:7][C:5]2[S:6][C:2]([CH3:1])=[CH:3][N:4]=2)(=[O:10])=[O:9])=[CH:12][CH:13]=1. The yield is 0.740. (3) The reactants are Cl[C:2]1[NH:3][C:4]([C:12]2[CH:17]=[CH:16][CH:15]=[CH:14][CH:13]=2)=[CH:5][C:6]=1[C:7]([O:9][CH2:10][CH3:11])=[O:8]. The catalyst is C(O)C.[C].[Pd]. The product is [C:12]1([C:4]2[NH:3][CH:2]=[C:6]([C:7]([O:9][CH2:10][CH3:11])=[O:8])[CH:5]=2)[CH:13]=[CH:14][CH:15]=[CH:16][CH:17]=1. The yield is 0.620.